From a dataset of Forward reaction prediction with 1.9M reactions from USPTO patents (1976-2016). Predict the product of the given reaction. (1) Given the reactants Br[C:2]1[CH:3]=[C:4]([S:8]([C:11]([F:14])([F:13])[F:12])(=[O:10])=[O:9])[CH:5]=[CH:6][CH:7]=1.[NH:15]1[CH2:20][CH2:19][NH:18][CH2:17][CH2:16]1, predict the reaction product. The product is: [F:12][C:11]([F:14])([F:13])[S:8]([C:4]1[CH:3]=[C:2]([N:15]2[CH2:20][CH2:19][NH:18][CH2:17][CH2:16]2)[CH:7]=[CH:6][CH:5]=1)(=[O:10])=[O:9]. (2) Given the reactants [O:1]1[C:6]2[CH:7]=[CH:8][C:9]([CH2:11][N:12]([CH:20]3[CH2:25][CH2:24][N:23]([CH2:26][CH2:27][N:28]4[C:37]5[C:32](=[C:33]([NH:38][CH3:39])[CH:34]=[CH:35][CH:36]=5)[CH:31]=[CH:30][C:29]4=[O:40])[CH2:22][CH2:21]3)C(=O)OC(C)(C)C)=[CH:10][C:5]=2[O:4][CH2:3][CH2:2]1.[ClH:41].O1CCOCC1, predict the reaction product. The product is: [ClH:41].[O:1]1[C:6]2[CH:7]=[CH:8][C:9]([CH2:11][NH:12][CH:20]3[CH2:25][CH2:24][N:23]([CH2:26][CH2:27][N:28]4[C:37]5[C:32](=[C:33]([NH:38][CH3:39])[CH:34]=[CH:35][CH:36]=5)[CH:31]=[CH:30][C:29]4=[O:40])[CH2:22][CH2:21]3)=[CH:10][C:5]=2[O:4][CH2:3][CH2:2]1. (3) Given the reactants [CH2:1]([O:8][C:9]1[CH:18]=[CH:17][CH:16]=[C:15]2[C:10]=1[CH2:11][CH2:12][CH2:13][CH:14]2[C:19]([N:21]([C:28]1[CH:33]=[CH:32][C:31]([O:34][CH3:35])=[CH:30][CH:29]=1)[CH2:22][C:23]1[CH:24]=[N:25][NH:26][CH:27]=1)=[O:20])[C:2]1[CH:7]=[CH:6][CH:5]=[CH:4][CH:3]=1.Br[CH2:37][CH:38]1[CH2:43][CH2:42][CH2:41][CH2:40][CH2:39]1, predict the reaction product. The product is: [CH2:1]([O:8][C:9]1[CH:18]=[CH:17][CH:16]=[C:15]2[C:10]=1[CH2:11][CH2:12][CH2:13][CH:14]2[C:19]([N:21]([CH2:22][C:23]1[CH:27]=[N:26][N:25]([CH2:37][CH:38]2[CH2:43][CH2:42][CH2:41][CH2:40][CH2:39]2)[CH:24]=1)[C:28]1[CH:33]=[CH:32][C:31]([O:34][CH3:35])=[CH:30][CH:29]=1)=[O:20])[C:2]1[CH:3]=[CH:4][CH:5]=[CH:6][CH:7]=1. (4) Given the reactants [Br:1][C:2]1[N:7]=[CH:6][C:5]([CH:8]([NH:13]S(C(C)(C)C)=O)[C:9]([F:12])([F:11])[F:10])=[CH:4][CH:3]=1.Cl.O1CCOCC1, predict the reaction product. The product is: [Br:1][C:2]1[N:7]=[CH:6][C:5]([CH:8]([NH2:13])[C:9]([F:10])([F:11])[F:12])=[CH:4][CH:3]=1. (5) Given the reactants [CH3:1][O:2][C:3]([CH:5]1[C:10](=[O:11])[N:9]([CH2:12][C:13]2[CH:18]=[CH:17][CH:16]=[CH:15][CH:14]=2)[C:8]([CH:19]([NH:23][C:24]([O:26][C:27]([CH3:30])([CH3:29])[CH3:28])=[O:25])[CH:20]([CH3:22])[CH3:21])=[N:7][CH:6]1[CH3:31])=[O:4].C([O-])([O-])=O.[K+].[K+].C(OOC(=O)C1C=CC=CC=1)(=O)C1C=CC=CC=1.CCOC(C)=O, predict the reaction product. The product is: [CH3:1][O:2][C:3]([C:5]1[C:10](=[O:11])[N:9]([CH2:12][C:13]2[CH:14]=[CH:15][CH:16]=[CH:17][CH:18]=2)[C:8]([CH:19]([NH:23][C:24]([O:26][C:27]([CH3:28])([CH3:30])[CH3:29])=[O:25])[CH:20]([CH3:22])[CH3:21])=[N:7][C:6]=1[CH3:31])=[O:4].